Dataset: NCI-60 drug combinations with 297,098 pairs across 59 cell lines. Task: Regression. Given two drug SMILES strings and cell line genomic features, predict the synergy score measuring deviation from expected non-interaction effect. Drug 1: CNC(=O)C1=CC=CC=C1SC2=CC3=C(C=C2)C(=NN3)C=CC4=CC=CC=N4. Drug 2: C1=CC(=C2C(=C1NCCNCCO)C(=O)C3=C(C=CC(=C3C2=O)O)O)NCCNCCO. Cell line: RXF 393. Synergy scores: CSS=30.6, Synergy_ZIP=7.02, Synergy_Bliss=6.45, Synergy_Loewe=-3.87, Synergy_HSA=7.13.